This data is from Reaction yield outcomes from USPTO patents with 853,638 reactions. The task is: Predict the reaction yield, written as a fraction of the theoretical maximum amount of product (1.0 means a 100% yield; for example, 0.34 means a 34% yield). (1) The reactants are Br[C:2]1[CH:10]=[CH:9][CH:8]=[C:7]2[C:3]=1[CH:4]=[CH:5][NH:6]2.[C:11]([O:15][CH3:16])(=[O:14])[CH:12]=[CH2:13].C(N(CC)C(C)C)(C)C.Cl. The catalyst is CN(C=O)C.C([O-])(=O)C.[Pd+2].C([O-])(=O)C.C1(P(C2C=CC=CC=2)C2C=CC=CC=2)C=CC=CC=1. The product is [NH:6]1[C:7]2[C:3](=[C:2]([CH:13]=[CH:12][C:11]([O:15][CH3:16])=[O:14])[CH:10]=[CH:9][CH:8]=2)[CH:4]=[CH:5]1. The yield is 0.820. (2) The reactants are [CH3:1][C:2]1[O:6][N:5]=[C:4]([C:7]2[CH:12]=[CH:11][CH:10]=[CH:9][CH:8]=2)[C:3]=1[CH2:13][O:14][C:15]1[CH:23]=[CH:22][C:18]([C:19]([OH:21])=O)=[CH:17][N:16]=1.[C:24]([NH2:28])([CH3:27])([CH3:26])[CH3:25]. No catalyst specified. The product is [C:24]([NH:28][C:19](=[O:21])[C:18]1[CH:22]=[CH:23][C:15]([O:14][CH2:13][C:3]2[C:4]([C:7]3[CH:8]=[CH:9][CH:10]=[CH:11][CH:12]=3)=[N:5][O:6][C:2]=2[CH3:1])=[N:16][CH:17]=1)([CH3:27])([CH3:26])[CH3:25]. The yield is 0.760. (3) The reactants are [OH:1][C:2]1[CH:7]=[CH:6][C:5]([CH2:8][C:9]([O:11][CH2:12][CH3:13])=[O:10])=[CH:4][CH:3]=1.C([O-])([O-])=O.[K+].[K+].Cl[CH2:21][C:22]1[CH:31]=[CH:30][C:29]2[C:24](=[CH:25][CH:26]=[CH:27][CH:28]=2)[N:23]=1. No catalyst specified. The product is [N:23]1[C:24]2[C:29](=[CH:28][CH:27]=[CH:26][CH:25]=2)[CH:30]=[CH:31][C:22]=1[CH2:21][O:1][C:2]1[CH:3]=[CH:4][C:5]([CH2:8][C:9]([O:11][CH2:12][CH3:13])=[O:10])=[CH:6][CH:7]=1. The yield is 0.890.